Dataset: Full USPTO retrosynthesis dataset with 1.9M reactions from patents (1976-2016). Task: Predict the reactants needed to synthesize the given product. (1) Given the product [C:21]([O:20][C:18]([N:25]1[CH2:26][CH2:27][C:28]([OH:4])=[C:31]([C:32]#[N:33])[CH2:30]1)=[O:19])([CH3:22])([CH3:23])[CH3:24], predict the reactants needed to synthesize it. The reactants are: CC(C)([O-:4])C.[K+].Cl.[OH-].[Na+].[C:18](O[C:18]([O:20][C:21]([CH3:24])([CH3:23])[CH3:22])=[O:19])([O:20][C:21]([CH3:24])([CH3:23])[CH3:22])=[O:19].[NH:25]([CH2:30][CH2:31][C:32]#[N:33])[CH2:26][CH2:27][C:28]#N. (2) Given the product [CH2:20]([O:11][C:10](=[O:12])[C@@H:9]([O:13][CH3:14])[CH2:8][C:5]1[CH:4]=[CH:3][C:2]([OH:1])=[CH:7][CH:6]=1)[CH3:21], predict the reactants needed to synthesize it. The reactants are: [OH:1][C:2]1[CH:7]=[CH:6][C:5]([CH2:8][C@H:9]([O:13][CH3:14])[C:10]([OH:12])=[O:11])=[CH:4][CH:3]=1.S(=O)(=O)(O)O.[CH2:20](O)[CH3:21]. (3) Given the product [C:1]([O:5][C:6]([N:8]1[CH2:12][CH2:11][CH2:10][CH:9]1[C:13]1[NH:14][C:15]([C:18]2[CH:19]=[CH:20][C:21]([C:34]3[CH:41]=[CH:40][C:39]([Cl:42])=[CH:38][C:35]=3[C:36]#[N:37])=[CH:22][CH:23]=2)=[CH:16][N:17]=1)=[O:7])([CH3:4])([CH3:3])[CH3:2], predict the reactants needed to synthesize it. The reactants are: [C:1]([O:5][C:6]([N:8]1[CH2:12][CH2:11][CH2:10][CH:9]1[C:13]1[NH:14][C:15]([C:18]2[CH:23]=[CH:22][C:21](B3OC(C)(C)C(C)(C)O3)=[CH:20][CH:19]=2)=[CH:16][N:17]=1)=[O:7])([CH3:4])([CH3:3])[CH3:2].Br[C:34]1[CH:41]=[CH:40][C:39]([Cl:42])=[CH:38][C:35]=1[C:36]#[N:37].C(=O)([O-])[O-].[K+].[K+]. (4) Given the product [NH2:8][C:9]1[N:18]=[CH:17][C:16]2[C:15]([S:19][CH3:1])=[N:14][CH:13]=[N:12][C:11]=2[CH:10]=1, predict the reactants needed to synthesize it. The reactants are: [CH3:1]CN(CC)CC.[NH2:8][C:9]1[N:18]=[CH:17][C:16]2[C:15](=[S:19])[NH:14][CH:13]=[N:12][C:11]=2[CH:10]=1.CI. (5) Given the product [Cl:1][C:2]1[C:3]([CH3:18])=[C:4]([NH:10][C@H:11]([C@@H:15]([OH:17])[CH3:16])[C:12]([NH:26][NH:25][C:23](=[O:24])[C:22]2[CH:27]=[CH:28][CH:29]=[C:20]([F:19])[CH:21]=2)=[O:14])[CH:5]=[CH:6][C:7]=1[C:8]#[N:9], predict the reactants needed to synthesize it. The reactants are: [Cl:1][C:2]1[C:3]([CH3:18])=[C:4]([NH:10][C@H:11]([C@@H:15]([OH:17])[CH3:16])[C:12]([OH:14])=O)[CH:5]=[CH:6][C:7]=1[C:8]#[N:9].[F:19][C:20]1[CH:21]=[C:22]([CH:27]=[CH:28][CH:29]=1)[C:23]([NH:25][NH2:26])=[O:24].OC1C2N=NNC=2C=CC=1.Cl.CN(C)CCCN=C=NCC.